Dataset: Forward reaction prediction with 1.9M reactions from USPTO patents (1976-2016). Task: Predict the product of the given reaction. (1) Given the reactants [Br:1][C:2]1[N:7]=[C:6]([NH2:8])[CH:5]=[CH:4][CH:3]=1.[H-].[Na+].Br[CH2:12][CH:13]1[CH2:15][O:14]1, predict the reaction product. The product is: [Br:1][C:2]1[N:7]=[C:6]([NH:8][CH2:12][CH:13]2[CH2:15][O:14]2)[CH:5]=[CH:4][CH:3]=1. (2) Given the reactants [C:1](NN)(=O)C.[Br:6][C:7]1[C:8]([C:27]2[CH:32]=[CH:31][C:30]([Cl:33])=[CH:29][CH:28]=2)=[CH:9][C:10]2[N:11]([C:13]([CH2:16][C:17]3[CH:18]=[N:19][C:20]([C:23]([F:26])([F:25])[F:24])=[CH:21][CH:22]=3)=[N:14][N:15]=2)[CH:12]=1, predict the reaction product. The product is: [Br:6][C:7]1[C:8]([C:27]2[CH:28]=[CH:29][C:30]([Cl:33])=[CH:31][CH:32]=2)=[CH:9][C:10]2[N:11]([C:13]([CH2:16][C:17]3[C:18]([CH3:1])=[N:19][C:20]([C:23]([F:26])([F:24])[F:25])=[CH:21][CH:22]=3)=[N:14][N:15]=2)[CH:12]=1. (3) Given the reactants [Si:1]([O:8][CH2:9][C:10]1[N:15]=[CH:14][C:13]2[N:16]=[CH:17][NH:18][C:12]=2[CH:11]=1)([C:4]([CH3:7])([CH3:6])[CH3:5])([CH3:3])[CH3:2].CC1(C)CCCC(C)(C)N1.Cl[C:30]1([C:36]([O:38][CH3:39])=[O:37])[C:34](=[O:35])[CH:33]=[CH:32][S:31]1, predict the reaction product. The product is: [Si:1]([O:8][CH2:9][C:10]1[N:15]=[CH:14][C:13]2[N:16]=[CH:17][N:18]([C:32]3[S:31][C:30]([C:36]([O:38][CH3:39])=[O:37])=[C:34]([OH:35])[CH:33]=3)[C:12]=2[CH:11]=1)([C:4]([CH3:7])([CH3:5])[CH3:6])([CH3:3])[CH3:2]. (4) Given the reactants [C:1]([O:5][C:6](=[O:20])[NH:7][C:8]1[CH:13]=[C:12]([Cl:14])[C:11]([C:15]([F:18])([F:17])[F:16])=[CH:10][C:9]=1[NH2:19])([CH3:4])([CH3:3])[CH3:2].C([O:25][C:26](=O)[CH2:27][C:28](=[O:48])[C:29]1[CH:34]=[CH:33][CH:32]=[C:31]([N:35]2[C:39]([CH2:40][O:41][CH:42]3[CH2:47][CH2:46][CH2:45][CH2:44][O:43]3)=[N:38][CH:37]=[N:36]2)[CH:30]=1)(C)(C)C, predict the reaction product. The product is: [C:1]([O:5][C:6](=[O:20])[NH:7][C:8]1[CH:13]=[C:12]([Cl:14])[C:11]([C:15]([F:17])([F:18])[F:16])=[CH:10][C:9]=1[NH:19][C:26](=[O:25])[CH2:27][C:28](=[O:48])[C:29]1[CH:34]=[CH:33][CH:32]=[C:31]([N:35]2[C:39]([CH2:40][O:41][CH:42]3[CH2:47][CH2:46][CH2:45][CH2:44][O:43]3)=[N:38][CH:37]=[N:36]2)[CH:30]=1)([CH3:4])([CH3:2])[CH3:3].